This data is from Reaction yield outcomes from USPTO patents with 853,638 reactions. The task is: Predict the reaction yield, written as a fraction of the theoretical maximum amount of product (1.0 means a 100% yield; for example, 0.34 means a 34% yield). (1) The reactants are [CH3:1][O:2][C:3]1[CH:4]=[C:5]([CH2:10][C:11]([OH:13])=[O:12])[CH:6]=[C:7]([CH3:9])[CH:8]=1.OS(O)(=O)=O.[CH3:19][CH2:20]O. No catalyst specified. The product is [CH3:1][O:2][C:3]1[CH:4]=[C:5]([CH2:10][C:11]([O:13][CH2:19][CH3:20])=[O:12])[CH:6]=[C:7]([CH3:9])[CH:8]=1. The yield is 0.850. (2) The reactants are [OH:1][C:2]1[CH:7]=[C:6]([O:8][CH2:9][CH2:10][O:11][CH3:12])[CH:5]=[CH:4][C:3]=1[CH2:13][CH:14]([O:19][CH3:20])[C:15]([O:17][CH3:18])=[O:16].[H-].[Na+].Cl[C:24]1[C:29]([Cl:30])=[CH:28][C:27]([C:31]([F:34])([F:33])[F:32])=[CH:26][N:25]=1.[Cl-].[NH4+]. The catalyst is CN(C)C=O. The product is [Cl:30][C:29]1[C:24]([O:1][C:2]2[CH:7]=[C:6]([O:8][CH2:9][CH2:10][O:11][CH3:12])[CH:5]=[CH:4][C:3]=2[CH2:13][CH:14]([O:19][CH3:20])[C:15]([O:17][CH3:18])=[O:16])=[N:25][CH:26]=[C:27]([C:31]([F:33])([F:32])[F:34])[CH:28]=1. The yield is 0.750. (3) The product is [CH2:1]([O:8][C@:9]1([CH:37]=[CH2:38])[C@@H:13]([CH2:14][O:15][CH2:16][C:17]2[CH:22]=[CH:21][CH:20]=[CH:19][CH:18]=2)[O:12][C@@H:11]([N:23]2[CH:31]=[C:29]([CH3:30])[C:27](=[O:28])[NH:26][C:24]2=[O:25])[C@H:10]1[OH:32])[C:2]1[CH:3]=[CH:4][CH:5]=[CH:6][CH:7]=1. The catalyst is C(O)C. The reactants are [CH2:1]([O:8][C@:9]1([CH:37]=[CH2:38])[C@@H:13]([CH2:14][O:15][CH2:16][C:17]2[CH:22]=[CH:21][CH:20]=[CH:19][CH:18]=2)[O:12][C@@H:11]([N:23]2[CH:31]=[C:29]([CH3:30])[C:27](=[O:28])[NH:26][C:24]2=[O:25])[C@@H:10]1[O:32]S(C)(=O)=O)[C:2]1[CH:7]=[CH:6][CH:5]=[CH:4][CH:3]=1.O.[OH-].[Na+].Cl. The yield is 0.740. (4) The reactants are CO[C:3]1C=[CH:7][C:6]([C@@H:9]([N:11]([CH2:22][C:23]2[N:24]=[C:25]3[CH:30]=[CH:29][CH:28]=[C:27]([N:31]4[CH2:36][CH2:35][N:34]([CH3:37])[CH2:33][CH2:32]4)[N:26]3[CH:38]=2)[C@@H:12]2[C:21]3[N:20]=[CH:19][CH:18]=[CH:17][C:16]=3[CH2:15][CH2:14][CH2:13]2)C)=[CH:5][CH:4]=1.[N:39]1C=CC=C(C=O)C=1. No catalyst specified. The product is [CH3:37][N:34]1[CH2:33][CH2:32][N:31]([C:27]2[N:26]3[CH:38]=[C:23]([CH2:22][N:11]([CH2:9][C:6]4[CH:7]=[N:39][CH:3]=[CH:4][CH:5]=4)[C@@H:12]4[C:21]5[N:20]=[CH:19][CH:18]=[CH:17][C:16]=5[CH2:15][CH2:14][CH2:13]4)[N:24]=[C:25]3[CH:30]=[CH:29][CH:28]=2)[CH2:36][CH2:35]1. The yield is 0.720.